Dataset: Forward reaction prediction with 1.9M reactions from USPTO patents (1976-2016). Task: Predict the product of the given reaction. (1) Given the reactants [Cl:1][C:2]1[CH:7]=[CH:6][C:5]([S:8]([NH:11][CH2:12][C:13]2[CH:22]=[CH:21][C:16]([C:17]([O:19][CH3:20])=[O:18])=[CH:15][CH:14]=2)(=[O:10])=[O:9])=[CH:4][CH:3]=1.[H-].[Na+].[F:25][C:26]([F:36])([F:35])[C:27]1[CH:34]=[CH:33][C:30]([CH2:31]Br)=[CH:29][CH:28]=1, predict the reaction product. The product is: [Cl:1][C:2]1[CH:7]=[CH:6][C:5]([S:8]([N:11]([CH2:12][C:13]2[CH:14]=[CH:15][C:16]([C:17]([O:19][CH3:20])=[O:18])=[CH:21][CH:22]=2)[CH2:31][C:30]2[CH:29]=[CH:28][C:27]([C:26]([F:25])([F:35])[F:36])=[CH:34][CH:33]=2)(=[O:10])=[O:9])=[CH:4][CH:3]=1. (2) Given the reactants C([O:3][C:4]([C:6]1([C:9]2[CH:14]=[CH:13][C:12]([C:15]3[CH:20]=[CH:19][C:18]([C:21]4[S:22][C:23]([F:40])=[CH:24][C:25]=4[NH:26][C:27]([O:29][CH:30]([C:32]4[CH:37]=[C:36]([F:38])[CH:35]=[CH:34][C:33]=4[CH3:39])[CH3:31])=[O:28])=[CH:17][C:16]=3[O:41][CH3:42])=[CH:11][CH:10]=2)[CH2:8][CH2:7]1)=[O:5])C.[OH-].[Na+].Cl, predict the reaction product. The product is: [F:40][C:23]1[S:22][C:21]([C:18]2[CH:19]=[CH:20][C:15]([C:12]3[CH:13]=[CH:14][C:9]([C:6]4([C:4]([OH:5])=[O:3])[CH2:8][CH2:7]4)=[CH:10][CH:11]=3)=[C:16]([O:41][CH3:42])[CH:17]=2)=[C:25]([NH:26][C:27]([O:29][CH:30]([C:32]2[CH:37]=[C:36]([F:38])[CH:35]=[CH:34][C:33]=2[CH3:39])[CH3:31])=[O:28])[CH:24]=1. (3) Given the reactants [Cl:1][C:2]1[N:7]=[C:6]([C:8]#[C:9][CH3:10])[C:5]([N+:11]([O-])=O)=[C:4]([NH:14][CH2:15][C:16]2[C:21]([CH3:22])=[CH:20][CH:19]=[CH:18][C:17]=2[CH3:23])[CH:3]=1.O.O.[Sn](Cl)Cl.C(OCC)(=O)C.[OH-].[Na+], predict the reaction product. The product is: [Cl:1][C:2]1[N:7]=[C:6]([C:8]#[C:9][CH3:10])[C:5]([NH2:11])=[C:4]([NH:14][CH2:15][C:16]2[C:17]([CH3:23])=[CH:18][CH:19]=[CH:20][C:21]=2[CH3:22])[CH:3]=1. (4) Given the reactants [CH3:1][CH:2]([NH2:13])[CH2:3][C:4]1[CH:9]=[CH:8][CH:7]=[C:6]([N+:10]([O-:12])=[O:11])[CH:5]=1.[C:14](O[C:14]([O:16][C:17]([CH3:20])([CH3:19])[CH3:18])=[O:15])([O:16][C:17]([CH3:20])([CH3:19])[CH3:18])=[O:15], predict the reaction product. The product is: [C:17]([O:16][C:14](=[O:15])[NH:13][CH:2]([CH3:1])[CH2:3][C:4]1[CH:9]=[CH:8][CH:7]=[C:6]([N+:10]([O-:12])=[O:11])[CH:5]=1)([CH3:20])([CH3:19])[CH3:18]. (5) Given the reactants [C:1]([O:5][C:6](=[O:22])[C:7](=[N:16][NH:17][C:18]([CH3:21])([CH3:20])[CH3:19])[C:8]1[C:9](F)=[N:10][C:11]([F:14])=[CH:12][CH:13]=1)([CH3:4])([CH3:3])[CH3:2].[H-].[Na+], predict the reaction product. The product is: [C:1]([O:5][C:6]([C:7]1[C:8]2[C:9](=[N:10][C:11]([F:14])=[CH:12][CH:13]=2)[N:17]([C:18]([CH3:21])([CH3:20])[CH3:19])[N:16]=1)=[O:22])([CH3:4])([CH3:3])[CH3:2]. (6) Given the reactants Cl[C:2]1[C:7]([CH2:8][CH:9]([O:13][CH2:14][CH3:15])[O:10][CH2:11][CH3:12])=[C:6]([Cl:16])[N:5]=[CH:4][N:3]=1.[Cl-].[OH:18][C@@H:19]1[C@H:23]([OH:24])[C@@H:22]([CH2:25][OH:26])[CH2:21][C@H:20]1[NH3+:27].CCN(CC)CC, predict the reaction product. The product is: [Cl:16][C:6]1[N:5]=[CH:4][N:3]=[C:2]([NH:27][C@@H:20]2[CH2:21][C@H:22]([CH2:25][OH:26])[C@@H:23]([OH:24])[C@H:19]2[OH:18])[C:7]=1[CH2:8][CH:9]([O:13][CH2:14][CH3:15])[O:10][CH2:11][CH3:12]. (7) Given the reactants [C:1]([C:3]1[C:18]([O:19][CH2:20][C@@H:21]([NH:26]C(=O)OC(C)(C)C)[CH2:22][CH:23]([CH3:25])[CH3:24])=[CH:17][C:6]2[N:7]([CH3:16])[C:8](=[O:15])[C:9]3[C:14]([C:5]=2[CH:4]=1)=[CH:13][CH:12]=[N:11][CH:10]=3)#[N:2].Cl.O1CCOCC1, predict the reaction product. The product is: [NH2:26][C@@H:21]([CH2:22][CH:23]([CH3:25])[CH3:24])[CH2:20][O:19][C:18]1[C:3]([C:1]#[N:2])=[CH:4][C:5]2[C:14]3[C:9](=[CH:10][N:11]=[CH:12][CH:13]=3)[C:8](=[O:15])[N:7]([CH3:16])[C:6]=2[CH:17]=1. (8) Given the reactants NC(CS)C(O)=O.C(O)(C(F)(F)F)=O.[CH2:15]([C:19]1[CH:46]=[CH:45][C:22]([CH2:23][O:24][C:25]2[CH:33]=[CH:32][C:31]3[N:30]4[CH2:34][CH2:35][CH:36]([CH2:37][C:38]([O:40]C(C)(C)C)=[O:39])[C:29]4=[CH:28][C:27]=3[CH:26]=2)=[CH:21][C:20]=1[C:47]([F:50])([F:49])[F:48])[CH:16]([CH3:18])[CH3:17], predict the reaction product. The product is: [CH2:15]([C:19]1[CH:46]=[CH:45][C:22]([CH2:23][O:24][C:25]2[CH:33]=[CH:32][C:31]3[N:30]4[CH2:34][CH2:35][CH:36]([CH2:37][C:38]([OH:40])=[O:39])[C:29]4=[CH:28][C:27]=3[CH:26]=2)=[CH:21][C:20]=1[C:47]([F:50])([F:48])[F:49])[CH:16]([CH3:18])[CH3:17].